Task: Predict the reactants needed to synthesize the given product.. Dataset: Full USPTO retrosynthesis dataset with 1.9M reactions from patents (1976-2016) The reactants are: [C:1]1([CH:7]([CH:10]2[CH2:15][CH2:14][NH:13][CH2:12][CH2:11]2)[CH2:8][OH:9])[CH:6]=[CH:5][CH:4]=[CH:3][CH:2]=1.C1(P(C2C=CC=CC=2)C2C=CC=CC=2)C=CC=CC=1.[F:35][C:36]1[CH:41]=[CH:40][C:39](O)=[CH:38][CH:37]=1.CCOC(/N=N/C(OCC)=O)=O.Cl. Given the product [F:35][C:36]1[CH:41]=[CH:40][C:39]([O:9][CH2:8][CH:7]([CH:10]2[CH2:15][CH2:14][NH:13][CH2:12][CH2:11]2)[C:1]2[CH:2]=[CH:3][CH:4]=[CH:5][CH:6]=2)=[CH:38][CH:37]=1, predict the reactants needed to synthesize it.